This data is from NCI-60 drug combinations with 297,098 pairs across 59 cell lines. The task is: Regression. Given two drug SMILES strings and cell line genomic features, predict the synergy score measuring deviation from expected non-interaction effect. (1) Drug 1: COC1=NC(=NC2=C1N=CN2C3C(C(C(O3)CO)O)O)N. Drug 2: CC12CCC3C(C1CCC2OP(=O)(O)O)CCC4=C3C=CC(=C4)OC(=O)N(CCCl)CCCl.[Na+]. Cell line: SF-268. Synergy scores: CSS=5.80, Synergy_ZIP=-2.14, Synergy_Bliss=3.54, Synergy_Loewe=-0.194, Synergy_HSA=1.83. (2) Drug 1: COC1=C(C=C2C(=C1)N=CN=C2NC3=CC(=C(C=C3)F)Cl)OCCCN4CCOCC4. Drug 2: CC1=C(C(CCC1)(C)C)C=CC(=CC=CC(=CC(=O)O)C)C. Cell line: SF-295. Synergy scores: CSS=7.05, Synergy_ZIP=-1.80, Synergy_Bliss=-0.167, Synergy_Loewe=3.52, Synergy_HSA=2.47.